Predict the product of the given reaction. From a dataset of Forward reaction prediction with 1.9M reactions from USPTO patents (1976-2016). Given the reactants [Cl:1][C:2]1[CH:7]=[C:6]([Cl:8])[CH:5]=[CH:4][C:3]=1[CH:9]([N:11]1[C:15]([CH:16]=O)=[CH:14][C:13]([O:18][CH:19]([CH3:21])[CH3:20])=[N:12]1)[CH3:10].C(OP([CH2:30][C:31]([O:33][CH2:34][CH3:35])=[O:32])(OCC)=O)C.[H-].[Na+].O, predict the reaction product. The product is: [Cl:1][C:2]1[CH:7]=[C:6]([Cl:8])[CH:5]=[CH:4][C:3]=1[CH:9]([N:11]1[C:15]([CH:16]=[CH:30][C:31]([O:33][CH2:34][CH3:35])=[O:32])=[CH:14][C:13]([O:18][CH:19]([CH3:21])[CH3:20])=[N:12]1)[CH3:10].